Dataset: Full USPTO retrosynthesis dataset with 1.9M reactions from patents (1976-2016). Task: Predict the reactants needed to synthesize the given product. (1) Given the product [Cl:1][C:2]1[CH:11]=[CH:10][C:9]2[C:4](=[CH:5][CH:6]=[C:7]([S:17]([Cl:57])(=[O:19])=[O:18])[CH:8]=2)[N:3]=1, predict the reactants needed to synthesize it. The reactants are: [Cl:1][C:2]1[CH:11]=[CH:10][C:9]2[C:4](=[CH:5][CH:6]=[C:7](N)[CH:8]=2)[N:3]=1.N([O-])=O.[Na+].[S:17](=[O:19])=[O:18].FC1C=CC([C@H](NC(C2CCC(NS(C3C=CC4N=C(C5C=CC=CC=5)OC=4C=3)(=O)=O)CC2)=O)C)=CC=1.[ClH:57]. (2) Given the product [CH2:3]([N:10]([CH:22]1[CH2:28][CH2:27][CH2:26][C:25]2[C:29]([O:33][CH2:35][C:36]([O:38][CH2:39][CH3:40])=[O:37])=[CH:30][CH:31]=[CH:32][C:24]=2[CH2:23]1)[CH2:11][C@H:12]([OH:21])[CH2:13][O:14][C:15]1[CH:20]=[CH:19][CH:18]=[CH:17][CH:16]=1)[C:4]1[CH:9]=[CH:8][CH:7]=[CH:6][CH:5]=1, predict the reactants needed to synthesize it. The reactants are: [H-].[Na+].[CH2:3]([N:10]([CH:22]1[CH2:28][CH2:27][CH2:26][C:25]2[C:29]([OH:33])=[CH:30][CH:31]=[CH:32][C:24]=2[CH2:23]1)[CH2:11][C@H:12]([OH:21])[CH2:13][O:14][C:15]1[CH:20]=[CH:19][CH:18]=[CH:17][CH:16]=1)[C:4]1[CH:9]=[CH:8][CH:7]=[CH:6][CH:5]=1.Br[CH2:35][C:36]([O:38][CH2:39][CH3:40])=[O:37]. (3) Given the product [F:11][C:12]1[CH:17]=[CH:16][C:15]([C:2]2[CH:10]=[C:9]3[C:5]([CH:6]=[CH:7][NH:8]3)=[CH:4][CH:3]=2)=[CH:14][CH:13]=1, predict the reactants needed to synthesize it. The reactants are: Br[C:2]1[CH:10]=[C:9]2[C:5]([CH:6]=[CH:7][NH:8]2)=[CH:4][CH:3]=1.[F:11][C:12]1[CH:17]=[CH:16][C:15](B(O)O)=[CH:14][CH:13]=1.P([O-])([O-])([O-])=O.[K+].[K+].[K+]. (4) The reactants are: [F:1][C:2]1[CH:3]=[C:4]([CH:24]=[C:25]([F:27])[CH:26]=1)[O:5][C:6]1[CH:7]=[CH:8][C:9]([N+:21]([O-])=O)=[C:10]([CH2:12][NH:13][C:14](=[O:20])[O:15][C:16]([CH3:19])([CH3:18])[CH3:17])[CH:11]=1.[Cl-].[NH4+].C(O)C. Given the product [NH2:21][C:9]1[CH:8]=[CH:7][C:6]([O:5][C:4]2[CH:3]=[C:2]([F:1])[CH:26]=[C:25]([F:27])[CH:24]=2)=[CH:11][C:10]=1[CH2:12][NH:13][C:14](=[O:20])[O:15][C:16]([CH3:18])([CH3:17])[CH3:19], predict the reactants needed to synthesize it. (5) Given the product [CH:17]([C:13]1[CH:12]=[C:11]([C:8]2[CH:9]=[CH:10][C:5]([C:3]([OH:4])=[O:2])=[N:6][CH:7]=2)[CH:16]=[CH:15][CH:14]=1)([CH3:19])[CH3:18], predict the reactants needed to synthesize it. The reactants are: C[O:2][C:3]([C:5]1[CH:10]=[CH:9][C:8]([C:11]2[CH:16]=[CH:15][CH:14]=[C:13]([CH:17]([CH3:19])[CH3:18])[CH:12]=2)=[CH:7][N:6]=1)=[O:4].[OH-].[Na+]. (6) Given the product [F:1][C:2]1[CH:3]=[C:4]2[C:8](=[CH:9][CH:10]=1)[N:7]([CH2:11][CH2:12][NH:13][C:14](=[O:22])[C@@H:15]([NH:21][C:24]1[CH:29]=[N:28][CH:27]=[CH:26][N:25]=1)[CH2:16][C:17]([CH3:18])([CH3:19])[CH3:20])[CH2:6][CH2:5]2, predict the reactants needed to synthesize it. The reactants are: [F:1][C:2]1[CH:3]=[C:4]2[C:8](=[CH:9][CH:10]=1)[N:7]([CH2:11][CH2:12][NH:13][C:14](=[O:22])[C@@H:15]([NH2:21])[CH2:16][C:17]([CH3:20])([CH3:19])[CH3:18])[CH2:6][CH2:5]2.Cl[C:24]1[CH:29]=[N:28][CH:27]=[CH:26][N:25]=1.C(=O)([O-])[O-].[K+].[K+]. (7) Given the product [CH2:8]([O:7][C:5](=[O:6])[C:4](=[O:10])[CH2:23][C:22]([C:18]1[O:17][CH:21]=[CH:20][CH:19]=1)=[O:24])[CH3:9], predict the reactants needed to synthesize it. The reactants are: C(O[C:4](=[O:10])[C:5]([O:7][CH2:8][CH3:9])=[O:6])C.CC([O-])(C)C.[K+].[O:17]1[CH:21]=[CH:20][CH:19]=[C:18]1[C:22](=[O:24])[CH3:23].Cl.